From a dataset of Forward reaction prediction with 1.9M reactions from USPTO patents (1976-2016). Predict the product of the given reaction. (1) Given the reactants [NH2:1][C@H:2]1[CH2:6][CH2:5][N:4](C(OC(C)(C)C)=O)[CH2:3]1.[CH3:14][C:15]1[CH:23]=[CH:22][CH:21]=[C:20]2[C:16]=1[CH:17]=[C:18]([C:24](O)=[O:25])[NH:19]2.N, predict the reaction product. The product is: [CH3:14][C:15]1[CH:23]=[CH:22][CH:21]=[C:20]2[C:16]=1[CH:17]=[C:18]([C:24]([NH:1][C@H:2]1[CH2:6][CH2:5][NH:4][CH2:3]1)=[O:25])[NH:19]2. (2) Given the reactants C(OC([NH:8][C:9]1[CH:14]=[CH:13][CH:12]=[C:11]([Br:15])[C:10]=1[F:16])=O)(C)(C)C, predict the reaction product. The product is: [Br:15][C:11]1[C:10]([F:16])=[C:9]([NH2:8])[CH:14]=[CH:13][CH:12]=1. (3) Given the reactants [N+:1]([C:4]1[CH:13]=[C:12]2[C:7]([CH2:8][CH2:9][CH2:10][C:11]2=[O:14])=[CH:6][CH:5]=1)([O-:3])=[O:2].[BH4-].[Na+], predict the reaction product. The product is: [OH:14][CH:11]1[C:12]2[C:7](=[CH:6][CH:5]=[C:4]([N+:1]([O-:3])=[O:2])[CH:13]=2)[CH2:8][CH2:9][CH2:10]1. (4) Given the reactants [F:1][C:2]1[CH:7]=[CH:6][C:5]([N+:8]([O-:10])=[O:9])=[C:4](F)[C:3]=1[F:12].CCN(C(C)C)C(C)C.[CH:22]1([C:25]2[NH:29][N:28]=[C:27]([NH2:30])[CH:26]=2)[CH2:24][CH2:23]1, predict the reaction product. The product is: [CH:22]1([C:25]2[NH:29][N:28]=[C:27]([NH:30][C:4]3[C:5]([N+:8]([O-:10])=[O:9])=[CH:6][CH:7]=[C:2]([F:1])[C:3]=3[F:12])[CH:26]=2)[CH2:24][CH2:23]1. (5) Given the reactants [F:1][C:2]1[CH:7]=[CH:6][CH:5]=[CH:4][C:3]=1B(O)O.[F-].[Cs+].ClCCl.[CH2:16]([O:18][C:19]1[CH:28]=[C:27](I)[CH:26]=[CH:25][C:20]=1[C:21]([O:23][CH3:24])=[O:22])[CH3:17], predict the reaction product. The product is: [CH2:16]([O:18][C:19]1[CH:28]=[C:27]([C:3]2[CH:4]=[CH:5][CH:6]=[CH:7][C:2]=2[F:1])[CH:26]=[CH:25][C:20]=1[C:21]([O:23][CH3:24])=[O:22])[CH3:17].